This data is from NCI-60 drug combinations with 297,098 pairs across 59 cell lines. The task is: Regression. Given two drug SMILES strings and cell line genomic features, predict the synergy score measuring deviation from expected non-interaction effect. (1) Synergy scores: CSS=25.6, Synergy_ZIP=0.418, Synergy_Bliss=6.04, Synergy_Loewe=8.03, Synergy_HSA=6.03. Cell line: LOX IMVI. Drug 1: C1C(C(OC1N2C=NC(=NC2=O)N)CO)O. Drug 2: C(CCl)NC(=O)N(CCCl)N=O. (2) Drug 1: CCC(=C(C1=CC=CC=C1)C2=CC=C(C=C2)OCCN(C)C)C3=CC=CC=C3.C(C(=O)O)C(CC(=O)O)(C(=O)O)O. Drug 2: CC1CCC2CC(C(=CC=CC=CC(CC(C(=O)C(C(C(=CC(C(=O)CC(OC(=O)C3CCCCN3C(=O)C(=O)C1(O2)O)C(C)CC4CCC(C(C4)OC)OCCO)C)C)O)OC)C)C)C)OC. Cell line: RXF 393. Synergy scores: CSS=-2.56, Synergy_ZIP=4.19, Synergy_Bliss=8.99, Synergy_Loewe=0.115, Synergy_HSA=0.256. (3) Drug 1: C1CCC(CC1)NC(=O)N(CCCl)N=O. Drug 2: C1CCC(C(C1)N)N.C(=O)(C(=O)[O-])[O-].[Pt+4]. Cell line: SW-620. Synergy scores: CSS=48.1, Synergy_ZIP=4.66, Synergy_Bliss=4.88, Synergy_Loewe=-13.7, Synergy_HSA=8.03. (4) Drug 1: CC=C1C(=O)NC(C(=O)OC2CC(=O)NC(C(=O)NC(CSSCCC=C2)C(=O)N1)C(C)C)C(C)C. Drug 2: C1=NC2=C(N1)C(=S)N=CN2. Cell line: CAKI-1. Synergy scores: CSS=19.9, Synergy_ZIP=7.17, Synergy_Bliss=5.09, Synergy_Loewe=-7.37, Synergy_HSA=-6.51. (5) Drug 1: C1CC(=O)NC(=O)C1N2CC3=C(C2=O)C=CC=C3N. Drug 2: C1=NC2=C(N=C(N=C2N1C3C(C(C(O3)CO)O)F)Cl)N. Cell line: IGROV1. Synergy scores: CSS=30.2, Synergy_ZIP=-6.16, Synergy_Bliss=2.60, Synergy_Loewe=3.54, Synergy_HSA=3.61. (6) Drug 1: C1=CC=C(C=C1)NC(=O)CCCCCCC(=O)NO. Drug 2: CCC1(CC2CC(C3=C(CCN(C2)C1)C4=CC=CC=C4N3)(C5=C(C=C6C(=C5)C78CCN9C7C(C=CC9)(C(C(C8N6C)(C(=O)OC)O)OC(=O)C)CC)OC)C(=O)OC)O.OS(=O)(=O)O. Cell line: MALME-3M. Synergy scores: CSS=5.10, Synergy_ZIP=-4.66, Synergy_Bliss=-6.31, Synergy_Loewe=-7.33, Synergy_HSA=-4.75. (7) Drug 1: CC1C(C(CC(O1)OC2CC(CC3=C2C(=C4C(=C3O)C(=O)C5=C(C4=O)C(=CC=C5)OC)O)(C(=O)CO)O)N)O.Cl. Drug 2: C(CN)CNCCSP(=O)(O)O. Cell line: SK-MEL-2. Synergy scores: CSS=10.3, Synergy_ZIP=2.09, Synergy_Bliss=2.40, Synergy_Loewe=9.62, Synergy_HSA=0.306. (8) Drug 1: C1CC(=O)NC(=O)C1N2CC3=C(C2=O)C=CC=C3N. Drug 2: C1=C(C(=O)NC(=O)N1)N(CCCl)CCCl. Cell line: SK-MEL-5. Synergy scores: CSS=17.1, Synergy_ZIP=-4.71, Synergy_Bliss=4.03, Synergy_Loewe=-8.53, Synergy_HSA=3.44. (9) Drug 1: CC12CCC(CC1=CCC3C2CCC4(C3CC=C4C5=CN=CC=C5)C)O. Drug 2: C1CC(=O)NC(=O)C1N2C(=O)C3=CC=CC=C3C2=O. Cell line: MALME-3M. Synergy scores: CSS=3.96, Synergy_ZIP=-0.505, Synergy_Bliss=3.94, Synergy_Loewe=3.08, Synergy_HSA=3.09. (10) Synergy scores: CSS=6.79, Synergy_ZIP=-2.01, Synergy_Bliss=-0.143, Synergy_Loewe=3.89, Synergy_HSA=0.358. Drug 1: CCN(CC)CCNC(=O)C1=C(NC(=C1C)C=C2C3=C(C=CC(=C3)F)NC2=O)C. Drug 2: C1CNP(=O)(OC1)N(CCCl)CCCl. Cell line: HOP-92.